This data is from Volume of distribution at steady state (VDss) regression data from Lombardo et al.. The task is: Regression/Classification. Given a drug SMILES string, predict its absorption, distribution, metabolism, or excretion properties. Task type varies by dataset: regression for continuous measurements (e.g., permeability, clearance, half-life) or binary classification for categorical outcomes (e.g., BBB penetration, CYP inhibition). For this dataset (vdss_lombardo), we predict log10(VDss) (log10 of volume of distribution in L/kg). (1) The molecule is CO/N=C(/C(=O)NC1C(=O)N2C(C(=O)[O-])=C(C)CSC12)c1csc(N)n1. The log10(VDss) is -0.550. (2) The compound is CC1(C)SC2C(NC(=O)C(C(=O)[O-])c3ccccc3)C(=O)N2C1C(=O)[O-]. The log10(VDss) is -0.770. (3) The compound is C[NH+]([14CH3])CCC1=C(Cc2cccnn2)c2ccc(F)cc2C1. The log10(VDss) is 0.0500. (4) The drug is COCCN1CC[NH+](Cc2ccc(-c3n[nH]c4c3C(=O)c3c(NC(=O)NN5CCOCC5)cccc3-4)cc2)CC1. The log10(VDss) is 0.770. (5) The molecule is Cn1c(=O)c2c(ncn2CC2OCCO2)n(C)c1=O. The log10(VDss) is 0.0100.